This data is from Forward reaction prediction with 1.9M reactions from USPTO patents (1976-2016). The task is: Predict the product of the given reaction. (1) Given the reactants [F:1][C:2]1[CH:17]=[CH:16][C:5]2[C:6](=O)[C:7]3[C:8]([CH2:13][CH2:14][C:4]=2[CH:3]=1)=[N:9][CH:10]=[CH:11][CH:12]=3.[CH3:18][Mg]Br.[Cl-].[NH4+], predict the reaction product. The product is: [F:1][C:2]1[CH:17]=[CH:16][C:5]2[C:6](=[CH2:18])[C:7]3[C:8]([CH2:13][CH2:14][C:4]=2[CH:3]=1)=[N:9][CH:10]=[CH:11][CH:12]=3. (2) Given the reactants Cl.[CH2:2]([C:4]1[CH:23]=[CH:22][CH:21]=[C:20]([CH3:24])[C:5]=1[CH2:6][NH:7][C:8]1[C:9]2[N:10]([N:16]=[C:17]([CH3:19])[N:18]=2)[CH:11]=[C:12]([CH2:14]Cl)[CH:13]=1)[CH3:3].[NH3:25], predict the reaction product. The product is: [CH2:2]([C:4]1[CH:23]=[CH:22][CH:21]=[C:20]([CH3:24])[C:5]=1[CH2:6][NH:7][C:8]1[C:9]2[N:10]([N:16]=[C:17]([CH3:19])[N:18]=2)[CH:11]=[C:12]([CH2:14][NH2:25])[CH:13]=1)[CH3:3]. (3) The product is: [CH2:13]([C:19]1[CH:20]=[C:21]2[C:26](=[CH:27][CH:28]=1)[C:25]([C:29]([NH:32][C:33]1[CH:34]=[C:35]([CH:44]=[CH:45][CH:46]=1)[O:36][CH2:37][C:38]([O:40][CH:41]([CH3:42])[CH3:43])=[O:39])=[O:31])=[CH:24][CH:23]=[CH:22]2)[CH2:14][CH2:15][CH2:16][CH2:17][CH3:18]. Given the reactants Cl.C(N=C=NCCCN(C)C)C.[CH2:13]([C:19]1[CH:20]=[C:21]2[C:26](=[CH:27][CH:28]=1)[C:25]([C:29]([OH:31])=O)=[CH:24][CH:23]=[CH:22]2)[CH2:14][CH2:15][CH2:16][CH2:17][CH3:18].[NH2:32][C:33]1[CH:34]=[C:35]([CH:44]=[CH:45][CH:46]=1)[O:36][CH2:37][C:38]([O:40][CH:41]([CH3:43])[CH3:42])=[O:39], predict the reaction product. (4) Given the reactants [NH:1](C(OC(C)(C)C)=O)[C@@H:2]([C:22]([O:24][CH2:25][CH3:26])=[O:23])[CH2:3][CH2:4][C:5]([NH:7][C@@H:8]([C:19]([OH:21])=[O:20])[CH2:9][C:10]1[C:18]2[C:13](=[CH:14][CH:15]=[CH:16][CH:17]=2)[NH:12][CH:11]=1)=[O:6].[Cl:34]CCl, predict the reaction product. The product is: [NH2:1][C@@H:2]([C:22]([O:24][CH2:25][CH3:26])=[O:23])[CH2:3][CH2:4][C:5]([NH:7][C@@H:8]([C:19]([OH:21])=[O:20])[CH2:9][C:10]1[C:18]2[C:13](=[CH:14][CH:15]=[CH:16][CH:17]=2)[NH:12][CH:11]=1)=[O:6].[ClH:34]. (5) Given the reactants [CH:1]1([C:7]2[C:15]3[C:10](=[CH:11][C:12]([C:16]([O:18][CH3:19])=[O:17])=[CH:13][CH:14]=3)[NH:9][CH:8]=2)[CH2:6][CH2:5][CH2:4][CH2:3][CH2:2]1.C1C=C[NH+]=CC=1.[Br:26][Br-]Br, predict the reaction product. The product is: [CH3:19][O:18][C:16]([C:12]1[CH:11]=[C:10]2[C:15]([C:7]([CH:1]3[CH2:2][CH2:3][CH2:4][CH2:5][CH2:6]3)=[C:8]([Br:26])[NH:9]2)=[CH:14][CH:13]=1)=[O:17].